From a dataset of Forward reaction prediction with 1.9M reactions from USPTO patents (1976-2016). Predict the product of the given reaction. (1) Given the reactants [Na+].[C:2]([C:4]1[CH:5]=[C:6]([C:14]2[O:18][N:17]=[C:16]([C:19]3[CH:35]=[CH:34][C:22]4[CH2:23][CH2:24][N:25]([CH2:28][CH2:29][CH2:30][C:31]([O-:33])=O)[CH2:26][CH2:27][C:21]=4[CH:20]=3)[N:15]=2)[CH:7]=[CH:8][C:9]=1[O:10][CH:11]([CH3:13])[CH3:12])#[N:3].C1C=CC2N(O)N=NC=2C=1.C(Cl)CCl.[CH2:50]([N:52](CC)[CH2:53]C)C.CNC.C(=O)([O-])O.[Na+], predict the reaction product. The product is: [C:2]([C:4]1[CH:5]=[C:6]([C:14]2[O:18][N:17]=[C:16]([C:19]3[CH:35]=[CH:34][C:22]4[CH2:23][CH2:24][N:25]([CH2:28][CH2:29][CH2:30][C:31]([N:52]([CH3:53])[CH3:50])=[O:33])[CH2:26][CH2:27][C:21]=4[CH:20]=3)[N:15]=2)[CH:7]=[CH:8][C:9]=1[O:10][CH:11]([CH3:12])[CH3:13])#[N:3]. (2) Given the reactants [CH3:1][C:2]1[CH:7]=[CH:6][C:5]([S:8]([O:11][CH2:12][CH:13]2[CH2:17][C:16]3[CH:18]=[CH:19][CH:20]=[C:21](Br)[C:15]=3[O:14]2)(=[O:10])=[O:9])=[CH:4][CH:3]=1.[CH3:23][O:24][C:25]1[CH:30]=[CH:29][C:28](B(O)O)=[CH:27][CH:26]=1.C(=O)([O-])[O-].[K+].[K+], predict the reaction product. The product is: [CH3:1][C:2]1[CH:7]=[CH:6][C:5]([S:8]([O:11][CH2:12][CH:13]2[CH2:17][C:16]3[CH:18]=[CH:19][CH:20]=[C:21]([C:28]4[CH:29]=[CH:30][C:25]([O:24][CH3:23])=[CH:26][CH:27]=4)[C:15]=3[O:14]2)(=[O:10])=[O:9])=[CH:4][CH:3]=1. (3) Given the reactants FC1C=CC(C(Cl)=O)=CC=1.[F:11][C:12]1[CH:17]=[CH:16][C:15]([C:18]([N:20]=[C:21]=[S:22])=[O:19])=[CH:14][CH:13]=1.[CH3:23][O:24][C:25]1[CH:26]=[C:27]2[C:32](=[CH:33][C:34]=1[O:35][CH3:36])[N:31]=[CH:30][CH:29]=[C:28]2[O:37][C:38]1[CH:44]=[CH:43][C:41]([NH2:42])=[C:40]([CH3:45])[CH:39]=1.C1(C)C=CC=CC=1, predict the reaction product. The product is: [F:11][C:12]1[CH:13]=[CH:14][C:15]([C:18]([N:20]=[C:21]=[S:22])=[O:19])=[CH:16][CH:17]=1.[CH3:23][O:24][C:25]1[CH:26]=[C:27]2[C:32](=[CH:33][C:34]=1[O:35][CH3:36])[N:31]=[CH:30][CH:29]=[C:28]2[O:37][C:38]1[CH:44]=[CH:43][C:41]([NH:42][C:21]([NH:20][C:18](=[O:19])[C:15]2[CH:14]=[CH:13][C:12]([F:11])=[CH:17][CH:16]=2)=[S:22])=[C:40]([CH3:45])[CH:39]=1.